This data is from Full USPTO retrosynthesis dataset with 1.9M reactions from patents (1976-2016). The task is: Predict the reactants needed to synthesize the given product. (1) The reactants are: [C:1]([C:3]1[CH:4]=[C:5](B(O)O)[CH:6]=[CH:7][C:8]=1[O:9][CH2:10][CH:11]([CH3:13])[CH3:12])#[N:2].Cl[C:18]1[CH:19]=[C:20]([CH:25]=[CH:26][N:27]=1)[C:21]([O:23][CH3:24])=[O:22]. Given the product [C:1]([C:3]1[CH:4]=[C:5]([C:18]2[CH:19]=[C:20]([CH:25]=[CH:26][N:27]=2)[C:21]([O:23][CH3:24])=[O:22])[CH:6]=[CH:7][C:8]=1[O:9][CH2:10][CH:11]([CH3:13])[CH3:12])#[N:2], predict the reactants needed to synthesize it. (2) The reactants are: [Cl-].[NH4+].[Cl:3][C:4]1[CH:9]=[C:8]([N+:10]([O-])=O)[CH:7]=[C:6]([O:13][CH2:14][CH2:15][O:16][CH2:17][CH2:18][O:19][CH2:20][CH2:21][O:22][CH3:23])[CH:5]=1. Given the product [Cl:3][C:4]1[CH:9]=[C:8]([CH:7]=[C:6]([O:13][CH2:14][CH2:15][O:16][CH2:17][CH2:18][O:19][CH2:20][CH2:21][O:22][CH3:23])[CH:5]=1)[NH2:10], predict the reactants needed to synthesize it. (3) Given the product [CH3:1][O:2][C:3]1[CH:4]=[C:5]2[C:10](=[CH:11][C:12]=1[O:13][CH3:14])[N:9]=[CH:8][CH:7]=[C:6]2[O:15][C:16]1[C:17]([F:27])=[C:18]2[C:23](=[CH:24][CH:25]=1)[CH:22]=[C:21]([NH2:46])[CH:20]=[CH:19]2.[ClH:51], predict the reactants needed to synthesize it. The reactants are: [CH3:1][O:2][C:3]1[CH:4]=[C:5]2[C:10](=[CH:11][C:12]=1[O:13][CH3:14])[N:9]=[CH:8][CH:7]=[C:6]2[O:15][C:16]1[CH:25]=[CH:24][C:23]2[C:18](=[CH:19][CH:20]=[C:21](Br)[CH:22]=2)[C:17]=1[F:27].P(C(C)(C)C)(C(C)(C)C)C(C)(C)C.[Li+].C[Si]([N-:46][Si](C)(C)C)(C)C.[ClH:51]. (4) Given the product [Cl:1][C:2]1[C:24]([C:25]([F:26])([F:27])[F:28])=[CH:23][CH:22]=[CH:21][C:3]=1[C:4]([NH:6][CH:7]([C:14]1([N:19]([CH2:38][CH2:37][O:36][Si:29]([C:32]([CH3:35])([CH3:34])[CH3:33])([CH3:31])[CH3:30])[CH3:20])[CH2:18][CH2:17][CH2:16][CH2:15]1)[C:8]1[CH:9]=[CH:10][CH:11]=[CH:12][CH:13]=1)=[O:5], predict the reactants needed to synthesize it. The reactants are: [Cl:1][C:2]1[C:24]([C:25]([F:28])([F:27])[F:26])=[CH:23][CH:22]=[CH:21][C:3]=1[C:4]([NH:6][CH:7]([C:14]1([NH:19][CH3:20])[CH2:18][CH2:17][CH2:16][CH2:15]1)[C:8]1[CH:13]=[CH:12][CH:11]=[CH:10][CH:9]=1)=[O:5].[Si:29]([O:36][CH2:37][CH:38]=O)([C:32]([CH3:35])([CH3:34])[CH3:33])([CH3:31])[CH3:30].C(O[BH-](OC(=O)C)OC(=O)C)(=O)C.[Na+]. (5) Given the product [CH3:6][N:7]([CH3:22])[C:8]1[CH:17]=[CH:16][CH:15]=[C:14]2[C:9]=1[CH:10]=[CH:11][CH:12]=[C:13]2[S:18]([NH:23][CH2:24][CH2:25][CH2:26][CH2:27][CH2:28][CH2:29][CH2:30][CH2:31][CH2:32][CH2:33][CH2:34][C:35]([OH:37])=[O:36])(=[O:20])=[O:19], predict the reactants needed to synthesize it. The reactants are: C([O-])(O)=O.[Na+].[CH3:6][N:7]([CH3:22])[C:8]1[CH:17]=[CH:16][CH:15]=[C:14]2[C:9]=1[CH:10]=[CH:11][CH:12]=[C:13]2[S:18](Cl)(=[O:20])=[O:19].[NH2:23][CH2:24][CH2:25][CH2:26][CH2:27][CH2:28][CH2:29][CH2:30][CH2:31][CH2:32][CH2:33][CH2:34][C:35]([OH:37])=[O:36].C(N(CC)CC)C.